Dataset: Reaction yield outcomes from USPTO patents with 853,638 reactions. Task: Predict the reaction yield, written as a fraction of the theoretical maximum amount of product (1.0 means a 100% yield; for example, 0.34 means a 34% yield). The reactants are O1CCOCC1.Cl.C(OC([NH:15][CH2:16][C:17]([NH:19][C@@H:20]1[CH2:24][CH2:23][N:22]([CH2:25][C:26]2[CH:31]=[CH:30][C:29]([Cl:32])=[CH:28][CH:27]=2)[CH2:21]1)=[O:18])=O)(C)(C)C. The catalyst is CO. The product is [NH2:15][CH2:16][C:17]([NH:19][C@@H:20]1[CH2:24][CH2:23][N:22]([CH2:25][C:26]2[CH:27]=[CH:28][C:29]([Cl:32])=[CH:30][CH:31]=2)[CH2:21]1)=[O:18]. The yield is 0.860.